The task is: Predict the product of the given reaction.. This data is from Forward reaction prediction with 1.9M reactions from USPTO patents (1976-2016). (1) Given the reactants [CH2:1]([O:13][C:14]1[CH:19]=[CH:18][C:17]([CH2:20][CH2:21][C:22]([OH:24])=O)=[CH:16][CH:15]=1)[CH2:2][CH2:3][CH2:4][CH2:5][CH2:6][CH2:7][CH2:8][CH2:9][CH2:10][CH2:11][CH3:12].S(Cl)(Cl)=O.[O:29]([C:36]1[CH:42]=[CH:41][CH:40]=[CH:39][C:37]=1[NH2:38])[C:30]1[CH:35]=[CH:34][CH:33]=[CH:32][CH:31]=1.C(N(CC)CC)C.[H-].[Na+].Br[CH2:53][C:54]([O:56][CH3:57])=[O:55], predict the reaction product. The product is: [CH3:57][O:56][C:54](=[O:55])[CH2:53][N:38]([C:22](=[O:24])[CH2:21][CH2:20][C:17]1[CH:16]=[CH:15][C:14]([O:13][CH2:1][CH2:2][CH2:3][CH2:4][CH2:5][CH2:6][CH2:7][CH2:8][CH2:9][CH2:10][CH2:11][CH3:12])=[CH:19][CH:18]=1)[C:37]1[CH:39]=[CH:40][CH:41]=[CH:42][C:36]=1[O:29][C:30]1[CH:31]=[CH:32][CH:33]=[CH:34][CH:35]=1. (2) Given the reactants [F:1][C:2]1[CH:8]=[C:7]([O:9][C:10]2[C:11]3[N:18]([CH3:19])[CH:17]=[CH:16][C:12]=3[N:13]=[CH:14][N:15]=2)[CH:6]=[CH:5][C:3]=1[NH2:4].C(N(CC)CC)C.Cl[C:28](Cl)([O:30]C(=O)OC(Cl)(Cl)Cl)Cl.[F:39][C:40]([F:50])([F:49])[O:41][C:42]1[CH:43]=[C:44]([CH:46]=[CH:47][CH:48]=1)[NH2:45], predict the reaction product. The product is: [F:1][C:2]1[CH:8]=[C:7]([O:9][C:10]2[C:11]3[N:18]([CH3:19])[CH:17]=[CH:16][C:12]=3[N:13]=[CH:14][N:15]=2)[CH:6]=[CH:5][C:3]=1[NH:4][C:28]([NH:45][C:44]1[CH:46]=[CH:47][CH:48]=[C:42]([O:41][C:40]([F:49])([F:50])[F:39])[CH:43]=1)=[O:30]. (3) The product is: [CH3:11][O:12][C:13]1[C:18]([CH:10]=[O:9])=[C:17]([Si:24]([CH3:27])([CH3:26])[CH3:25])[CH:16]=[C:15]([Si:19]([CH3:21])([CH3:20])[CH3:22])[N:14]=1. Given the reactants C([Li])CCC.C1[CH2:10][O:9]CC1.[CH3:11][O:12][C:13]1[CH:18]=[CH:17][CH:16]=[C:15]([Si:19]([CH3:22])([CH3:21])[CH3:20])[N:14]=1.Cl[Si:24]([CH3:27])([CH3:26])[CH3:25], predict the reaction product. (4) Given the reactants [F:1][C:2]1[CH:10]=[CH:9][CH:8]=[C:7]2[C:3]=1[CH2:4][NH:5][CH2:6]2.Cl[C:12]1[N:17]=[C:16]([NH:18][C:19]2[CH:20]=[C:21]3[C:25](=[CH:26][CH:27]=2)[NH:24][N:23]=[CH:22]3)[CH:15]=[CH:14][N:13]=1.CCN(C(C)C)C(C)C, predict the reaction product. The product is: [F:1][C:2]1[CH:10]=[CH:9][CH:8]=[C:7]2[C:3]=1[CH2:4][N:5]([C:12]1[N:17]=[C:16]([NH:18][C:19]3[CH:20]=[C:21]4[C:25](=[CH:26][CH:27]=3)[NH:24][N:23]=[CH:22]4)[CH:15]=[CH:14][N:13]=1)[CH2:6]2. (5) The product is: [CH2:1]([O:3][C:4]([C:6]1([C:9]2[CH:10]=[CH:11][C:12]([C:15]3[CH:20]=[CH:19][C:18]([C:21]4[O:25][N:24]=[C:23]([CH3:26])[C:22]=4[CH:27]([OH:33])[C:28]([F:32])([F:31])/[CH:29]=[CH:30]/[C:35]4[CH:40]=[CH:39][CH:38]=[CH:37][CH:36]=4)=[CH:17][CH:16]=3)=[CH:13][CH:14]=2)[CH2:7][CH2:8]1)=[O:5])[CH3:2]. Given the reactants [CH2:1]([O:3][C:4]([C:6]1([C:9]2[CH:14]=[CH:13][C:12]([C:15]3[CH:20]=[CH:19][C:18]([C:21]4[O:25][N:24]=[C:23]([CH3:26])[C:22]=4[CH:27]([OH:33])[C:28]([F:32])([F:31])[CH:29]=[CH2:30])=[CH:17][CH:16]=3)=[CH:11][CH:10]=2)[CH2:8][CH2:7]1)=[O:5])[CH3:2].I[C:35]1[CH:40]=[CH:39][CH:38]=[CH:37][CH:36]=1, predict the reaction product. (6) Given the reactants C([NH:8][CH2:9][C:10](=[O:22])[CH2:11][CH2:12][C:13]([O:15][CH2:16][CH2:17][CH2:18][C:19]([OH:21])=[O:20])=[O:14])(OC(C)(C)C)=O.[ClH:23], predict the reaction product. The product is: [ClH:23].[NH2:8][CH2:9][C:10](=[O:22])[CH2:11][CH2:12][C:13]([O:15][CH2:16][CH2:17][CH2:18][C:19]([OH:21])=[O:20])=[O:14].